This data is from Reaction yield outcomes from USPTO patents with 853,638 reactions. The task is: Predict the reaction yield, written as a fraction of the theoretical maximum amount of product (1.0 means a 100% yield; for example, 0.34 means a 34% yield). (1) The reactants are [CH3:1][O:2][C:3](=[O:16])[C:4]1[CH:9]=[C:8]([N+:10]([O-:12])=[O:11])[C:7]([NH2:13])=[C:6]([F:14])[C:5]=1F.[Cl:17][C:18]1[CH:24]=[CH:23][CH:22]=[CH:21][C:19]=1[NH2:20]. The catalyst is C(OCC)(=O)C. The product is [CH3:1][O:2][C:3](=[O:16])[C:4]1[CH:9]=[C:8]([N+:10]([O-:12])=[O:11])[C:7]([NH2:13])=[C:6]([F:14])[C:5]=1[NH:20][C:19]1[CH:21]=[CH:22][CH:23]=[CH:24][C:18]=1[Cl:17]. The yield is 0.120. (2) The reactants are C(OC([N:8]1[C:12]([C:13]2[CH:18]=[CH:17][C:16]([C:19]#[C:20][C:21]3[CH:26]=[CH:25][CH:24]=[CH:23][CH:22]=3)=[CH:15][CH:14]=2)=[CH:11][N:10]=[C:9]1[NH:27]C(OC(C)(C)C)=O)=O)(C)(C)C.FC(F)(F)C(O)=O.C1(C)C=CC=CC=1. The catalyst is ClCCl. The product is [C:21]1([C:20]#[C:19][C:16]2[CH:17]=[CH:18][C:13]([C:12]3[NH:8][C:9]([NH2:27])=[N:10][CH:11]=3)=[CH:14][CH:15]=2)[CH:26]=[CH:25][CH:24]=[CH:23][CH:22]=1. The yield is 0.970.